From a dataset of Full USPTO retrosynthesis dataset with 1.9M reactions from patents (1976-2016). Predict the reactants needed to synthesize the given product. (1) Given the product [Cl:1][C:2]1[CH:10]=[CH:9][C:8]([CH3:11])=[CH:7][C:3]=1[C:4]([N:13]([O:14][CH3:15])[CH3:12])=[O:5], predict the reactants needed to synthesize it. The reactants are: [Cl:1][C:2]1[CH:10]=[CH:9][C:8]([CH3:11])=[CH:7][C:3]=1[C:4](O)=[O:5].[CH3:12][NH:13][O:14][CH3:15].CCN(CC)CC.CCCP1(OP(CCC)(=O)OP(CCC)(=O)O1)=O. (2) Given the product [CH3:3][O:2][N:4]=[C:14]([CH:13]=[CH:12][C:7]1[CH:8]=[CH:9][CH:10]=[CH:11][C:6]=1[OH:5])[CH:15]=[CH:16][C:17]1[CH:22]=[CH:21][CH:20]=[CH:19][C:18]=1[OH:23], predict the reactants needed to synthesize it. The reactants are: Cl.[O:2]([NH2:4])[CH3:3].[OH:5][C:6]1[CH:11]=[CH:10][CH:9]=[CH:8][C:7]=1[CH:12]=[CH:13][C:14](=O)[CH:15]=[CH:16][C:17]1[CH:22]=[CH:21][CH:20]=[CH:19][C:18]=1[OH:23]. (3) Given the product [CH:57]([NH:59][C:25](=[O:26])[C:24]1[CH:28]=[C:29]([CH3:30])[C:21]([C:20]([NH:19][CH2:18][CH2:17][C@H:16]([N:13]2[CH2:12][CH2:11][CH:10]([N:9]([C:6]3[CH:7]=[CH:8][C:3]([O:2][CH3:1])=[CH:4][CH:5]=3)[CH2:34][C:35]3[CH:36]=[N:37][CH:38]=[CH:39][C:40]=3[CH3:41])[CH2:15][CH2:14]2)[CH3:33])=[O:32])=[C:22]([CH3:31])[CH:23]=1)([CH3:58])[CH3:56], predict the reactants needed to synthesize it. The reactants are: [CH3:1][O:2][C:3]1[CH:8]=[CH:7][C:6]([N:9]([CH2:34][C:35]2[CH:36]=[N:37][CH:38]=[CH:39][C:40]=2[CH3:41])[CH:10]2[CH2:15][CH2:14][N:13]([C@H:16]([CH3:33])[CH2:17][CH2:18][NH:19][C:20](=[O:32])[C:21]3[C:29]([CH3:30])=[CH:28][C:24]([C:25](O)=[O:26])=[CH:23][C:22]=3[CH3:31])[CH2:12][CH2:11]2)=[CH:5][CH:4]=1.CCN=C=NCCCN(C)C.C1C=C[C:56]2N(O)N=[N:59][C:57]=2[CH:58]=1.C(N)(C)C.CCN(C(C)C)C(C)C.